This data is from Full USPTO retrosynthesis dataset with 1.9M reactions from patents (1976-2016). The task is: Predict the reactants needed to synthesize the given product. Given the product [F:1][C:2]1[CH:7]=[CH:6][N:5]=[C:4]([NH:8][C:9](=[O:15])[O:10][C:11]([CH3:12])([CH3:13])[CH3:14])[C:3]=1[CH2:16][NH:27][CH2:26][C:23]1[CH:24]=[CH:25][C:20]([O:19][CH3:18])=[CH:21][CH:22]=1, predict the reactants needed to synthesize it. The reactants are: [F:1][C:2]1[CH:7]=[CH:6][N:5]=[C:4]([NH:8][C:9](=[O:15])[O:10][C:11]([CH3:14])([CH3:13])[CH3:12])[C:3]=1[CH:16]=O.[CH3:18][O:19][C:20]1[CH:25]=[CH:24][C:23]([CH2:26][NH2:27])=[CH:22][CH:21]=1.C(O)(=O)C.CC(=O)OCC.